This data is from Catalyst prediction with 721,799 reactions and 888 catalyst types from USPTO. The task is: Predict which catalyst facilitates the given reaction. (1) Reactant: C[O:2][C:3](=[O:32])[C:4]1[CH:9]=[CH:8][C:7]([NH:10][CH2:11][C@H:12]2[CH2:17][CH2:16][C@H:15]([NH:18][C:19](=[O:31])[C:20]3[CH:25]=[C:24]([C:26]([F:29])([F:28])[F:27])[CH:23]=[CH:22][C:21]=3[Cl:30])[CH2:14][CH2:13]2)=[N:6][CH:5]=1.[OH-].[Na+]. The catalyst class is: 5. Product: [Cl:30][C:21]1[CH:22]=[CH:23][C:24]([C:26]([F:29])([F:27])[F:28])=[CH:25][C:20]=1[C:19]([NH:18][C@H:15]1[CH2:16][CH2:17][C@H:12]([CH2:11][NH:10][C:7]2[CH:8]=[CH:9][C:4]([C:3]([OH:32])=[O:2])=[CH:5][N:6]=2)[CH2:13][CH2:14]1)=[O:31]. (2) Reactant: C1[C:10]2[C:5](=[CH:6][CH:7]=[CH:8][CH:9]=2)[CH2:4]CN1.[NH:11]1[CH2:15][CH2:14][CH2:13][CH2:12]1.[ClH:16].CCOCC. Product: [CH2:4]([Cl:16])[C:5]1[CH:10]=[CH:9][CH:8]=[CH:7][CH:6]=1.[NH:11]1[CH2:15][CH2:14][CH2:13][CH2:12]1. The catalyst class is: 25. (3) Reactant: [CH:1]1([CH:7]([CH:9]2[CH2:18][CH2:17][C:12]3(OCC[O:13]3)[CH2:11][CH2:10]2)[OH:8])[CH2:6][CH2:5][CH2:4][CH2:3][CH2:2]1.Cl. Product: [CH:1]1([CH:7]([OH:8])[CH:9]2[CH2:18][CH2:17][C:12](=[O:13])[CH2:11][CH2:10]2)[CH2:2][CH2:3][CH2:4][CH2:5][CH2:6]1. The catalyst class is: 1. (4) Reactant: [F:1][C:2]1[CH:3]=[C:4]([C:8]2[C:17]3[C:12](=[CH:13][CH:14]=[CH:15][CH:16]=3)[C:11]([CH3:18])=[N:10][C:9]=2[C:19]([O:21]C)=[O:20])[CH:5]=[CH:6][CH:7]=1.[OH-].[Li+].O.Cl. Product: [F:1][C:2]1[CH:3]=[C:4]([C:8]2[C:17]3[C:12](=[CH:13][CH:14]=[CH:15][CH:16]=3)[C:11]([CH3:18])=[N:10][C:9]=2[C:19]([OH:21])=[O:20])[CH:5]=[CH:6][CH:7]=1. The catalyst class is: 7. (5) Reactant: [CH3:1][O:2][C:3]1[CH:12]=[C:11]2[C:6]([CH2:7][CH2:8][CH2:9][CH:10]2[C:13]([OH:15])=O)=[CH:5][CH:4]=1.[Br:16][C:17]1[CH:22]=[CH:21][C:20]([NH:23][CH2:24][C:25]2[CH:30]=[CH:29][C:28]([N:31]([CH3:33])[CH3:32])=[CH:27][CH:26]=2)=[CH:19][CH:18]=1.[ClH:34].C(OCC)(=O)C. Product: [ClH:34].[Br:16][C:17]1[CH:18]=[CH:19][C:20]([N:23]([CH2:24][C:25]2[CH:30]=[CH:29][C:28]([N:31]([CH3:33])[CH3:32])=[CH:27][CH:26]=2)[C:13]([CH:10]2[C:11]3[C:6](=[CH:5][CH:4]=[C:3]([O:2][CH3:1])[CH:12]=3)[CH2:7][CH2:8][CH2:9]2)=[O:15])=[CH:21][CH:22]=1. The catalyst class is: 13. (6) Reactant: [CH2:1]([C:3]1[CH:24]=[CH:23][CH:22]=[C:21]([CH3:25])[C:4]=1[CH2:5][NH:6][C:7]1[C:12]2[N:13]=[C:14]([CH3:17])[N:15]([CH3:16])[C:11]=2[CH:10]=[C:9]([C:18]([OH:20])=O)[N:8]=1)[CH3:2].F[B-](F)(F)F.[N:31]1(OC(N(C)C)=[N+](C)C)C2C=CC=CC=2N=N1.N.O. Product: [CH2:1]([C:3]1[CH:24]=[CH:23][CH:22]=[C:21]([CH3:25])[C:4]=1[CH2:5][NH:6][C:7]1[C:12]2[N:13]=[C:14]([CH3:17])[N:15]([CH3:16])[C:11]=2[CH:10]=[C:9]([C:18]([NH2:31])=[O:20])[N:8]=1)[CH3:2]. The catalyst class is: 4. (7) Reactant: [N:1]1[C:10]2[C:5](=[CH:6][CH:7]=[CH:8][C:9]=2[OH:11])[CH:4]=[CH:3][CH:2]=1.O[C@H:13]([CH3:18])[C:14]([O:16][CH3:17])=[O:15].C1C=CC(P(C2C=CC=CC=2)C2C=CC=CC=2)=CC=1.CCOC(/N=N/C(OCC)=O)=O.Cl. Product: [N:1]1[C:10]2[C:5](=[CH:6][CH:7]=[CH:8][C:9]=2[O:11][C@@H:13]([CH3:18])[C:14]([O:16][CH3:17])=[O:15])[CH:4]=[CH:3][CH:2]=1. The catalyst class is: 1.